Dataset: Full USPTO retrosynthesis dataset with 1.9M reactions from patents (1976-2016). Task: Predict the reactants needed to synthesize the given product. (1) Given the product [Cl:1][C:2]1[CH:24]=[C:23]([Cl:25])[CH:22]=[CH:21][C:3]=1[CH2:4][N:5]1[C:9]([CH2:10][CH2:11][CH2:12][OH:13])=[CH:8][C:7]([O:17][CH:18]([CH3:20])[CH3:19])=[N:6]1, predict the reactants needed to synthesize it. The reactants are: [Cl:1][C:2]1[CH:24]=[C:23]([Cl:25])[CH:22]=[CH:21][C:3]=1[CH2:4][N:5]1[C:9]([CH2:10][CH2:11][C:12](OCC)=[O:13])=[CH:8][C:7]([O:17][CH:18]([CH3:20])[CH3:19])=[N:6]1.[H-].C([Al+]CC(C)C)C(C)C.C(O)C.[Cl-].[NH4+]. (2) The reactants are: [CH:1]([N:4]1[CH2:9][CH2:8][N:7]([C:10](=[O:42])[CH2:11][CH2:12][CH2:13][C:14]#[C:15][C:16]2[CH:17]=[CH:18][N:19]3[C:24]=2[C:23](=[O:25])[N:22]([C:26]2[CH:31]=[CH:30][CH:29]=[CH:28][CH:27]=2)[C:21]([C@@H:32]([NH:34]C(=O)OC(C)(C)C)[CH3:33])=[N:20]3)[CH2:6][CH2:5]1)([CH3:3])[CH3:2].Cl. Given the product [NH2:34][C@H:32]([C:21]1[N:22]([C:26]2[CH:31]=[CH:30][CH:29]=[CH:28][CH:27]=2)[C:23](=[O:25])[C:24]2=[C:16]([C:15]#[C:14][CH2:13][CH2:12][CH2:11][C:10]([N:7]3[CH2:8][CH2:9][N:4]([CH:1]([CH3:3])[CH3:2])[CH2:5][CH2:6]3)=[O:42])[CH:17]=[CH:18][N:19]2[N:20]=1)[CH3:33], predict the reactants needed to synthesize it. (3) Given the product [F:28][C:29]1[CH:34]=[CH:33][CH:32]=[CH:31][C:30]=1[C:2]1[CH:3]=[C:4]([CH2:18][N:19]([CH3:27])[C:20](=[O:26])[O:21][C:22]([CH3:25])([CH3:24])[CH3:23])[S:5][C:6]=1[S:7]([C:10]1[CH:15]=[CH:14][CH:13]=[C:12]([O:16][CH3:17])[CH:11]=1)(=[O:9])=[O:8], predict the reactants needed to synthesize it. The reactants are: Br[C:2]1[CH:3]=[C:4]([CH2:18][N:19]([CH3:27])[C:20](=[O:26])[O:21][C:22]([CH3:25])([CH3:24])[CH3:23])[S:5][C:6]=1[S:7]([C:10]1[CH:15]=[CH:14][CH:13]=[C:12]([O:16][CH3:17])[CH:11]=1)(=[O:9])=[O:8].[F:28][C:29]1[CH:34]=[CH:33][CH:32]=[CH:31][C:30]=1B(O)O.C(=O)([O-])[O-].[Na+].[Na+].COCCOC. (4) Given the product [CH3:1][C:2]1[S:15][C:14]2[NH:13][C:12]3[CH:11]=[CH:10][CH:9]=[CH:8][C:7]=3[N:6]=[C:5]([N:16]3[CH2:21][CH2:20][N:19]([CH3:22])[CH2:18][CH2:17]3)[C:4]=2[CH:3]=1, predict the reactants needed to synthesize it. The reactants are: [CH3:1][C:2]1[S:15][C:14]2[C:4](=[C:5]([N:16]3[CH2:21][CH2:20][NH:19][CH2:18][CH2:17]3)[NH:6][C:7]3[C:12]([N:13]=2)=[CH:11][CH:10]=[CH:9][CH:8]=3)[CH:3]=1.[CH2:22](N(CC)CC)C.CI.O. (5) Given the product [CH3:13][C:6]12[CH2:8][C:9]3([NH2:12])[CH2:10][CH:4]([CH2:3][C:2]([CH3:1])([CH2:11]3)[CH2:7]1)[CH2:5]2.[OH:16][C:15]([C@H:17]([C:19]1[CH:20]=[CH:21][C:22]([CH2:23][CH:24]([CH3:25])[CH3:26])=[CH:27][CH:28]=1)[CH3:18])=[O:14], predict the reactants needed to synthesize it. The reactants are: [CH3:1][C:2]12[CH2:11][C:9]3([NH2:12])[CH2:10][CH:4]([CH2:5][C:6]([CH3:13])([CH2:8]3)[CH2:7]1)[CH2:3]2.[OH:14][C:15]([C@H:17]([C:19]1[CH:28]=[CH:27][C:22]([CH2:23][CH:24]([CH3:26])[CH3:25])=[CH:21][CH:20]=1)[CH3:18])=[O:16]. (6) Given the product [CH2:7]([C@H:8]([NH:27][C:37](=[O:39])[CH3:38])[CH2:9][NH:10][C:11]1[C:12]2[CH:26]=[CH:25][N:24]=[CH:23][C:13]=2[N:14]=[C:15]([C:17]2[CH:22]=[CH:21][N:20]=[CH:19][CH:18]=2)[N:16]=1)[C:1]1[CH:6]=[CH:5][CH:4]=[CH:3][CH:2]=1, predict the reactants needed to synthesize it. The reactants are: [C:1]1([CH2:7][C@H:8]([NH2:27])[CH2:9][NH:10][C:11]2[C:12]3[CH:26]=[CH:25][N:24]=[CH:23][C:13]=3[N:14]=[C:15]([C:17]3[CH:22]=[CH:21][N:20]=[CH:19][CH:18]=3)[N:16]=2)[CH:6]=[CH:5][CH:4]=[CH:3][CH:2]=1.CCN(C(C)C)C(C)C.[C:37](OC(=O)C)(=[O:39])[CH3:38]. (7) The reactants are: [CH:1]1([C@H:4]([OH:30])[CH2:5][O:6][C:7]2[C:25]([F:26])=[CH:24][C:23]([N+:27]([O-:29])=[O:28])=[CH:22][C:8]=2[CH2:9][N:10]([CH3:21])[C:11](=[O:20])[O:12][CH2:13][C:14]2[CH:19]=[CH:18][CH:17]=[CH:16][CH:15]=2)[CH2:3][CH2:2]1.[Si:31](Cl)([C:34]([CH3:37])([CH3:36])[CH3:35])([CH3:33])[CH3:32].N1C=CN=C1. Given the product [Si:31]([O:30][C@@H:4]([CH:1]1[CH2:3][CH2:2]1)[CH2:5][O:6][C:7]1[C:25]([F:26])=[CH:24][C:23]([N+:27]([O-:29])=[O:28])=[CH:22][C:8]=1[CH2:9][N:10]([CH3:21])[C:11](=[O:20])[O:12][CH2:13][C:14]1[CH:19]=[CH:18][CH:17]=[CH:16][CH:15]=1)([C:34]([CH3:37])([CH3:36])[CH3:35])([CH3:33])[CH3:32], predict the reactants needed to synthesize it.